Dataset: Full USPTO retrosynthesis dataset with 1.9M reactions from patents (1976-2016). Task: Predict the reactants needed to synthesize the given product. (1) Given the product [CH2:20]([NH:22][C:23]([N:13]1[C:14]([CH3:16])=[CH:15][C:11]([O:10][C:8]2[CH:9]=[C:4]([O:3][CH2:1][CH3:2])[CH:5]=[CH:6][C:7]=2[N+:17]([O-:19])=[O:18])=[N:12]1)=[O:24])[CH3:21], predict the reactants needed to synthesize it. The reactants are: [CH2:1]([O:3][C:4]1[CH:5]=[CH:6][C:7]([N+:17]([O-:19])=[O:18])=[C:8]([O:10][C:11]2[CH:15]=[C:14]([CH3:16])[NH:13][N:12]=2)[CH:9]=1)[CH3:2].[CH2:20]([N:22]=[C:23]=[O:24])[CH3:21].C(=O)([O-])[O-].[K+].[K+]. (2) Given the product [CH3:24][N:22]([CH3:23])[CH2:21][CH2:20][CH2:19][N:18]([CH2:17][CH2:16][CH2:15][N:14]([CH3:13])[CH3:25])[C:1](=[O:12])/[CH:2]=[CH:3]/[CH2:4][CH2:5][CH2:6][CH2:7][CH2:8][CH2:9][CH3:10], predict the reactants needed to synthesize it. The reactants are: [C:1]([OH:12])(=O)/[CH:2]=[CH:3]/[CH2:4][CH2:5][CH2:6][CH2:7][CH2:8][CH2:9][CH3:10].[CH3:13][N:14]([CH3:25])[CH2:15][CH2:16][CH2:17][NH:18][CH2:19][CH2:20][CH2:21][N:22]([CH3:24])[CH3:23]. (3) Given the product [ClH:55].[ClH:55].[CH2:1]([C:5]1[CH:6]=[C:7]2[C:12](=[C:13]([O:15][CH:16]3[CH2:17][CH2:18][N:19]([CH2:22][CH2:23][CH2:24][C:25]([NH:54][C:50]([CH3:53])([CH3:52])[CH3:51])=[O:27])[CH2:20][CH2:21]3)[CH:14]=1)[N:11]=[CH:10][CH:9]=[CH:8]2)[CH2:2][CH2:3][CH3:4], predict the reactants needed to synthesize it. The reactants are: [CH2:1]([C:5]1[CH:6]=[C:7]2[C:12](=[C:13]([O:15][CH:16]3[CH2:21][CH2:20][N:19]([CH2:22][CH2:23][CH2:24][C:25]([OH:27])=O)[CH2:18][CH2:17]3)[CH:14]=1)[N:11]=[CH:10][CH:9]=[CH:8]2)[CH2:2][CH2:3][CH3:4].CN(C(ON1N=NC2C=CC=CC1=2)=[N+](C)C)C.[B-](F)(F)(F)F.[C:50]([NH2:54])([CH3:53])([CH3:52])[CH3:51].[ClH:55].